Dataset: Reaction yield outcomes from USPTO patents with 853,638 reactions. Task: Predict the reaction yield, written as a fraction of the theoretical maximum amount of product (1.0 means a 100% yield; for example, 0.34 means a 34% yield). (1) The catalyst is C1COCC1.O. The product is [CH3:1][S:2][C:5]1[CH:10]=[CH:9][C:8]([N+:11]([O-:13])=[O:12])=[CH:7][N:6]=1. The yield is 0.941. The reactants are [CH3:1][S-:2].[Na+].Cl[C:5]1[CH:10]=[CH:9][C:8]([N+:11]([O-:13])=[O:12])=[CH:7][N:6]=1. (2) The reactants are [Cl:1][C:2]1[C:3]([F:31])=[C:4]([C@@H:8]2[C@:12]([C:15]3[CH:20]=[CH:19][C:18]([Cl:21])=[CH:17][C:16]=3[F:22])([C:13]#[N:14])[C@H:11]([CH2:23][C:24]([CH3:27])([CH3:26])[CH3:25])[NH:10][C@H:9]2[C:28]([OH:30])=O)[CH:5]=[CH:6][CH:7]=1.C(N(CC)C(C)C)(C)C.[NH2:41][C:42]1[CH:47]=[CH:46][C:45]([N:48]2[CH2:53][CH2:52][CH:51]([C:54]([O:56][CH2:57][CH3:58])=[O:55])[CH2:50][CH2:49]2)=[CH:44][CH:43]=1.CN(C(ON1N=NC2C=CC=NC1=2)=[N+](C)C)C.F[P-](F)(F)(F)(F)F. The catalyst is ClCCl. The product is [CH2:57]([O:56][C:54]([CH:51]1[CH2:50][CH2:49][N:48]([C:45]2[CH:46]=[CH:47][C:42]([NH:41][C:28]([C@H:9]3[C@H:8]([C:4]4[CH:5]=[CH:6][CH:7]=[C:2]([Cl:1])[C:3]=4[F:31])[C@:12]([C:15]4[CH:20]=[CH:19][C:18]([Cl:21])=[CH:17][C:16]=4[F:22])([C:13]#[N:14])[C@H:11]([CH2:23][C:24]([CH3:25])([CH3:27])[CH3:26])[NH:10]3)=[O:30])=[CH:43][CH:44]=2)[CH2:53][CH2:52]1)=[O:55])[CH3:58]. The yield is 0.970.